The task is: Regression/Classification. Given a drug SMILES string, predict its absorption, distribution, metabolism, or excretion properties. Task type varies by dataset: regression for continuous measurements (e.g., permeability, clearance, half-life) or binary classification for categorical outcomes (e.g., BBB penetration, CYP inhibition). Dataset: cyp2d6_veith.. This data is from CYP2D6 inhibition data for predicting drug metabolism from PubChem BioAssay. (1) The compound is Clc1ccc(Cl)c(SCCCN2CCNCC2)c1. The result is 1 (inhibitor). (2) The drug is COC(=O)[C@@]1(Cc2ccccc2)[C@H]2c3cc(C(=O)N4CCCC4)n(CCO)c3C[C@H]2CN1C(=O)c1ccccc1. The result is 0 (non-inhibitor).